This data is from HIV replication inhibition screening data with 41,000+ compounds from the AIDS Antiviral Screen. The task is: Binary Classification. Given a drug SMILES string, predict its activity (active/inactive) in a high-throughput screening assay against a specified biological target. (1) The compound is Cc1ccc2nc(N)nc(O)c2c1Sc1ccncc1.Cl. The result is 0 (inactive). (2) The molecule is [I-][Pd-2]([I-])([PH](N1CCOCC1)(N1CC1)N1CC1)[PH](N1CCOCC1)(N1CC1)N1CC1. The result is 0 (inactive). (3) The molecule is Cc1ccc(S(=O)(=O)N2CCNCCN(S(=O)(=O)c3ccc(C)cc3)CCN(S(=O)(=O)c3ccc(C)cc3)CC2)cc1. The result is 0 (inactive).